Predict which catalyst facilitates the given reaction. From a dataset of Catalyst prediction with 721,799 reactions and 888 catalyst types from USPTO. (1) Reactant: [CH3:1][O:2][C:3]1[CH:4]=[C:5]2[C:10](=[CH:11][C:12]=1[O:13][CH3:14])[CH:9]=[C:8]([C:15]([OH:17])=O)[CH2:7][CH2:6]2.O=S(Cl)[Cl:20]. Product: [CH3:1][O:2][C:3]1[CH:4]=[C:5]2[C:10](=[CH:11][C:12]=1[O:13][CH3:14])[CH:9]=[C:8]([C:15]([Cl:20])=[O:17])[CH2:7][CH2:6]2. The catalyst class is: 11. (2) Reactant: [Cl:1][C:2]1[CH:21]=[CH:20][C:19]([CH2:22][CH2:23][CH2:24]O)=[CH:18][C:3]=1[C:4]([NH:6][CH2:7][C:8]12[CH2:17][CH:12]3[CH2:13][CH:14]([CH2:16][CH:10]([CH2:11]3)[CH2:9]1)[CH2:15]2)=[O:5].[I:26]I.C1(P(C2C=CC=CC=2)C2C=CC=CC=2)C=CC=CC=1.N1C=CN=C1. Product: [Cl:1][C:2]1[CH:21]=[CH:20][C:19]([CH2:22][CH2:23][CH2:24][I:26])=[CH:18][C:3]=1[C:4]([NH:6][CH2:7][C:8]12[CH2:17][CH:12]3[CH2:13][CH:14]([CH2:16][CH:10]([CH2:11]3)[CH2:9]1)[CH2:15]2)=[O:5]. The catalyst class is: 4. (3) Reactant: C(O[C:4]([C:6]1[C:7]2[S:15][CH:14]=[C:13]([CH2:16][O:17][C:18]3[CH:23]=[CH:22][CH:21]=[C:20]([S:24]([CH2:27][C:28]4[CH:33]=[CH:32][CH:31]=[CH:30][CH:29]=4)(=[O:26])=[O:25])[CH:19]=3)[C:8]=2[C:9]([NH2:12])=[N:10][CH:11]=1)=[O:5])C.[CH2:34]([CH2:36][NH2:37])[OH:35]. Product: [OH:35][CH2:34][CH2:36][NH:37][C:4]([C:6]1[C:7]2[S:15][CH:14]=[C:13]([CH2:16][O:17][C:18]3[CH:23]=[CH:22][CH:21]=[C:20]([S:24]([CH2:27][C:28]4[CH:33]=[CH:32][CH:31]=[CH:30][CH:29]=4)(=[O:25])=[O:26])[CH:19]=3)[C:8]=2[C:9]([NH2:12])=[N:10][CH:11]=1)=[O:5]. The catalyst class is: 16. (4) Product: [C:1]([O:5][C:6]([N:8]1[CH2:12][CH:11]([O:13][C:14]2[CH:19]=[CH:18][CH:17]=[CH:16][CH:15]=2)[CH:10]2[N:20]([C:23](=[O:45])[CH:24]([NH:28][C:29](=[O:44])[CH:30]([NH:32][CH3:33])[CH3:31])[CH:25]([CH3:27])[CH3:26])[CH2:21][CH2:22][CH:9]12)=[O:7])([CH3:2])([CH3:4])[CH3:3]. The catalyst class is: 5. Reactant: [C:1]([O:5][C:6]([N:8]1[CH2:12][CH:11]([O:13][C:14]2[CH:19]=[CH:18][CH:17]=[CH:16][CH:15]=2)[CH:10]2[N:20]([C:23](=[O:45])[CH:24]([NH:28][C:29](=[O:44])[CH:30]([N:32](C(OCC3C=CC=CC=3)=O)[CH3:33])[CH3:31])[CH:25]([CH3:27])[CH3:26])[CH2:21][CH2:22][CH:9]12)=[O:7])([CH3:4])([CH3:3])[CH3:2]. (5) Reactant: [Cl:1][C:2]1[CH:9]=[C:8]([N:10]([C@H:22]2[CH2:26][CH2:25][NH:24][CH2:23]2)[CH2:11][C:12]2[CH:17]=[CH:16][CH:15]=[CH:14][C:13]=2[C:18]([F:21])([F:20])[F:19])[CH:7]=[CH:6][C:3]=1[C:4]#[N:5].[CH2:27]=O.[BH4-].[Na+].[NH4+].[Cl-]. Product: [Cl:1][C:2]1[CH:9]=[C:8]([N:10]([C@H:22]2[CH2:26][CH2:25][N:24]([CH3:27])[CH2:23]2)[CH2:11][C:12]2[CH:17]=[CH:16][CH:15]=[CH:14][C:13]=2[C:18]([F:19])([F:20])[F:21])[CH:7]=[CH:6][C:3]=1[C:4]#[N:5]. The catalyst class is: 6. (6) Reactant: Cl.[NH:2]([C:6]1[CH:14]=[CH:13][C:9]([C:10](Cl)=[O:11])=[CH:8][CH:7]=1)[C:3]([NH2:5])=[NH:4].[C:15]([O:19][C:20](=[O:42])[CH2:21][C:22]1([C:35]([O:37][C:38]([CH3:41])([CH3:40])[CH3:39])=[O:36])[O:26][N:25]=[C:24]([C:27]2[CH:32]=[C:31]([OH:33])[CH:30]=[CH:29][C:28]=2[CH3:34])[CH2:23]1)([CH3:18])([CH3:17])[CH3:16].N1C=CC=CC=1. Product: [C:15]([O:19][C:20](=[O:42])[CH2:21][C:22]1([C:35]([O:37][C:38]([CH3:41])([CH3:40])[CH3:39])=[O:36])[O:26][N:25]=[C:24]([C:27]2[CH:32]=[C:31]([O:33][C:10](=[O:11])[C:9]3[CH:8]=[CH:7][C:6]([NH:2][C:3]([NH2:5])=[NH:4])=[CH:14][CH:13]=3)[CH:30]=[CH:29][C:28]=2[CH3:34])[CH2:23]1)([CH3:18])([CH3:17])[CH3:16]. The catalyst class is: 37. (7) Reactant: [F:1][C:2]1[CH:3]=[C:4]([N+:12]([O-:14])=[O:13])[C:5]([CH3:11])=[C:6]([N+:8]([O-:10])=[O:9])[CH:7]=1.CO[CH:17](OC)[N:18]([CH3:20])[CH3:19]. Product: [F:1][C:2]1[CH:3]=[C:4]([N+:12]([O-:14])=[O:13])[C:5]([CH:11]=[CH:17][N:18]([CH3:20])[CH3:19])=[C:6]([N+:8]([O-:10])=[O:9])[CH:7]=1. The catalyst class is: 9. (8) Reactant: [Br-].C([P+]([C:4]1[CH:9]=[CH:8][CH:7]=[CH:6][CH:5]=1)([C:4]1[CH:9]=[CH:8][CH:7]=[CH:6][CH:5]=1)[C:4]1[CH:9]=[CH:8][CH:7]=[CH:6][CH:5]=1)C[C:4]1[CH:9]=[CH:8][CH:7]=[CH:6][CH:5]=1.[Li][CH2:30][CH2:31][CH2:32][CH3:33].[CH3:34][C:35]1[CH2:40][CH2:39][CH2:38][C:37]([CH3:42])([CH3:41])[C:36]=1[CH2:43][CH2:44]C(=O)C.O. Product: [CH3:33][C:32]([CH2:44][CH2:43][C:36]1[C:37]([CH3:41])([CH3:42])[CH2:38][CH2:39][CH2:40][C:35]=1[CH3:34])=[CH:31][CH2:30][C:4]1[CH:9]=[CH:8][CH:7]=[CH:6][CH:5]=1. The catalyst class is: 1.